This data is from Forward reaction prediction with 1.9M reactions from USPTO patents (1976-2016). The task is: Predict the product of the given reaction. (1) Given the reactants Br[C:2]1[C:10]2[C:6](=[N:7][N:8]([CH2:11][CH:12]([CH3:14])[CH3:13])[N:9]=2)[C:5](Br)=[CH:4][CH:3]=1.[CH:16]([O:19][C:20]1[CH:25]=[CH:24][C:23](B(O)O)=[CH:22][CH:21]=1)([CH3:18])[CH3:17].[C:29](=O)([O-])[O-].[Na+].[Na+].[C:35]1(C)[CH:40]=[CH:39][CH:38]=[CH:37][CH:36]=1.[CH2:42]([OH:46])[CH2:43]CC, predict the reaction product. The product is: [CH:16]([O:19][C:20]1[CH:25]=[CH:24][C:23]([C:2]2[C:10]3[C:6](=[N:7][N:8]([CH2:11][CH:12]([CH3:14])[CH3:13])[N:9]=3)[C:5]([C:38]3[CH:37]=[CH:36][C:35]([O:46][CH:42]([CH3:43])[CH3:29])=[CH:40][CH:39]=3)=[CH:4][CH:3]=2)=[CH:22][CH:21]=1)([CH3:18])[CH3:17]. (2) Given the reactants C([SiH](CC)CC)C.[OH:8][C:9]1[CH:10]=[CH:11][C:12]2[C@@H:13]3[C@@H:21]([C@H:22]([CH2:27][CH2:28][CH2:29][CH2:30][O:31][CH2:32][CH2:33][O:34][CH2:35][CH2:36][O:37][CH2:38][CH2:39][O:40][CH2:41][C:42]4[CH:47]=[CH:46][CH:45]=[CH:44][CH:43]=4)[C:23](=O)[C:24]=2[CH:25]=1)[C@H:20]1[C@@:16]([CH3:49])([C@@H:17]([OH:48])[CH2:18][CH2:19]1)[CH2:15][CH2:14]3.C(O)(C(F)(F)F)=O.[OH-].[Na+], predict the reaction product. The product is: [CH3:49][C@:16]12[CH2:15][CH2:14][C@H:13]3[C@@H:21]([C@H:22]([CH2:27][CH2:28][CH2:29][CH2:30][O:31][CH2:32][CH2:33][O:34][CH2:35][CH2:36][O:37][CH2:38][CH2:39][O:40][CH2:41][C:42]4[CH:43]=[CH:44][CH:45]=[CH:46][CH:47]=4)[CH2:23][C:24]4[CH:25]=[C:9]([OH:8])[CH:10]=[CH:11][C:12]=43)[C@@H:20]1[CH2:19][CH2:18][C@@H:17]2[OH:48]. (3) The product is: [C:2]([C:7]1[O:11][C:10]([CH2:12][N:13]2[CH:17]=[C:16]([NH:18][C:33]([C:28]3[N:29]=[C:30]([CH3:32])[O:31][C:27]=3[C:23]3[CH:24]=[CH:25][CH:26]=[C:21]([O:20][CH3:19])[CH:22]=3)=[O:34])[CH:15]=[N:14]2)=[CH:9][CH:8]=1)(=[O:6])[CH3:1]. Given the reactants [CH3:1][C:2]1([C:7]2[O:11][C:10]([CH2:12][N:13]3[CH:17]=[C:16]([NH2:18])[CH:15]=[N:14]3)=[CH:9][CH:8]=2)[O:6]CCO1.[CH3:19][O:20][C:21]1[CH:22]=[C:23]([C:27]2[O:31][C:30]([CH3:32])=[N:29][C:28]=2[C:33](O)=[O:34])[CH:24]=[CH:25][CH:26]=1, predict the reaction product.